Dataset: Reaction yield outcomes from USPTO patents with 853,638 reactions. Task: Predict the reaction yield, written as a fraction of the theoretical maximum amount of product (1.0 means a 100% yield; for example, 0.34 means a 34% yield). (1) The reactants are [C:1]([O:5][C:6](=[O:15])[NH:7][C@@H:8]([CH2:11][CH:12]([CH3:14])[CH3:13])[CH2:9][OH:10])([CH3:4])([CH3:3])[CH3:2].Cl[C:17]1[CH:18]=[CH:19][C:20]2[C:30]3[C:25](=[CH:26][N:27]=[C:28]([NH:31][C:32](=[O:34])[CH3:33])[CH:29]=3)[CH:24]([CH3:35])[O:23][C:21]=2[CH:22]=1. No catalyst specified. The product is [C:1]([O:5][C:6](=[O:15])[NH:7][C@@H:8]([CH2:11][CH:12]([CH3:13])[CH3:14])[CH2:9][O:10][C:17]1[CH:18]=[CH:19][C:20]2[C:30]3[C:25](=[CH:26][N:27]=[C:28]([NH:31][C:32](=[O:34])[CH3:33])[CH:29]=3)[CH:24]([CH3:35])[O:23][C:21]=2[CH:22]=1)([CH3:4])([CH3:3])[CH3:2]. The yield is 0.330. (2) The reactants are [Cl:1][CH2:2][C@H:3]1[C:11]2[C:6](=[CH:7][C:8]([OH:16])=[C:9]3[S:14][CH:13]=[C:12]([CH3:15])[C:10]3=2)[N:5]([C:17]([O:19][C:20]([CH3:23])([CH3:22])[CH3:21])=[O:18])[CH2:4]1.N1C=CC=CC=1.[C:30](Cl)(=[O:32])[CH3:31]. The catalyst is C(Cl)Cl. The product is [C:30]([O:16][C:8]1[CH:7]=[C:6]2[C:11]([C@@H:3]([CH2:2][Cl:1])[CH2:4][N:5]2[C:17]([O:19][C:20]([CH3:23])([CH3:22])[CH3:21])=[O:18])=[C:10]2[C:12]([CH3:15])=[CH:13][S:14][C:9]=12)(=[O:32])[CH3:31]. The yield is 0.690.